Dataset: NCI-60 drug combinations with 297,098 pairs across 59 cell lines. Task: Regression. Given two drug SMILES strings and cell line genomic features, predict the synergy score measuring deviation from expected non-interaction effect. Drug 1: CC1CCC2CC(C(=CC=CC=CC(CC(C(=O)C(C(C(=CC(C(=O)CC(OC(=O)C3CCCCN3C(=O)C(=O)C1(O2)O)C(C)CC4CCC(C(C4)OC)OCCO)C)C)O)OC)C)C)C)OC. Drug 2: CC1C(C(CC(O1)OC2CC(CC3=C2C(=C4C(=C3O)C(=O)C5=C(C4=O)C(=CC=C5)OC)O)(C(=O)CO)O)N)O.Cl. Cell line: K-562. Synergy scores: CSS=45.7, Synergy_ZIP=-1.27, Synergy_Bliss=-0.131, Synergy_Loewe=-0.963, Synergy_HSA=3.36.